Predict the reaction yield, written as a fraction of the theoretical maximum amount of product (1.0 means a 100% yield; for example, 0.34 means a 34% yield). From a dataset of Reaction yield outcomes from USPTO patents with 853,638 reactions. (1) The reactants are [CH2:1]([N:3]([CH2:16][CH2:17][N:18]1C(=O)C2=CC=CC=C2C1=O)[CH2:4][CH2:5][O:6][C:7]1[C:8]([N+:13]([O-:15])=[O:14])=[N:9][CH:10]=[CH:11][CH:12]=1)[CH3:2].NCCN(CC)CCF. No catalyst specified. The product is [NH2:18][CH2:17][CH2:16][N:3]([CH2:1][CH3:2])[CH2:4][CH2:5][O:6][C:7]1[C:8]([N+:13]([O-:15])=[O:14])=[N:9][CH:10]=[CH:11][CH:12]=1. The yield is 0.770. (2) The reactants are [CH3:1][O:2][C:3]([C:5]1[CH:10]=[CH:9][CH:8]=[CH:7][C:6]=1[O:11][C:12]([N:14]1[CH2:18][C@H:17]([S:19]C(C2C=CC=CC=2)(C2C=CC=CC=2)C2C=CC=CC=2)[CH2:16][C@H:15]1[CH2:39][O:40][CH2:41][C:42]1[CH:47]=[C:46]([F:48])[C:45]([F:49])=[CH:44][C:43]=1[F:50])=[O:13])=[O:4].C([SiH](CC)CC)C. The catalyst is C(O)(C(F)(F)F)=O. The product is [CH3:1][O:2][C:3]([C:5]1[CH:10]=[CH:9][CH:8]=[CH:7][C:6]=1[O:11][C:12]([N:14]1[CH2:18][C@H:17]([SH:19])[CH2:16][C@H:15]1[CH2:39][O:40][CH2:41][C:42]1[CH:47]=[C:46]([F:48])[C:45]([F:49])=[CH:44][C:43]=1[F:50])=[O:13])=[O:4]. The yield is 0.820. (3) The reactants are C([O:3][C:4](=[O:12])[CH2:5][N:6]1[CH2:11][CH2:10][O:9][CH2:8][CH2:7]1)C.[OH-].[K+:14]. The catalyst is C(O)C. The product is [K+:14].[N:6]1([CH2:5][C:4]([O-:12])=[O:3])[CH2:11][CH2:10][O:9][CH2:8][CH2:7]1. The yield is 1.00. (4) The reactants are [CH3:1][NH2:2].[CH2:3]([N:5]1[C:9]2[C:10]([F:24])=[CH:11][C:12]([N:14]3[CH2:18][C@H:17]([C:19]([O:21]C)=O)[O:16][C:15]3=[O:23])=[CH:13][C:8]=2[O:7][C:6]1=[O:25])[CH3:4]. The catalyst is CO. The product is [CH2:3]([N:5]1[C:9]2[C:10]([F:24])=[CH:11][C:12]([N:14]3[CH2:18][C@H:17]([C:19]([NH:2][CH3:1])=[O:21])[O:16][C:15]3=[O:23])=[CH:13][C:8]=2[O:7][C:6]1=[O:25])[CH3:4]. The yield is 0.400. (5) The reactants are Cl[C:2]1[C:3]2[CH:10]=[CH:9][N:8]([CH2:11][O:12][CH2:13][CH2:14][Si:15]([CH3:18])([CH3:17])[CH3:16])[C:4]=2[N:5]=[CH:6][N:7]=1.O1CCOCC1.C(OCN1C2N=CN=C([C:42]3[CH:43]=[N:44][N:45](C(OCC)C)[CH:46]=3)C=2C=C1)(=O)C(C)(C)C.C(=O)([O-])[O-].[K+].[K+]. The catalyst is O.C(OCC)(=O)C.C1C=CC([P]([Pd]([P](C2C=CC=CC=2)(C2C=CC=CC=2)C2C=CC=CC=2)([P](C2C=CC=CC=2)(C2C=CC=CC=2)C2C=CC=CC=2)[P](C2C=CC=CC=2)(C2C=CC=CC=2)C2C=CC=CC=2)(C2C=CC=CC=2)C2C=CC=CC=2)=CC=1.CCCCCCC.C(OCC)(=O)C. The product is [NH:44]1[CH:43]=[C:42]([C:2]2[C:3]3[CH:10]=[CH:9][N:8]([CH2:11][O:12][CH2:13][CH2:14][Si:15]([CH3:18])([CH3:17])[CH3:16])[C:4]=3[N:5]=[CH:6][N:7]=2)[CH:46]=[N:45]1. The yield is 0.640. (6) The reactants are [Br:1][C:2]1[CH:3]=[C:4]([C:7]([NH:9][C:10]2[CH:15]=[CH:14][C:13]([O:16][CH2:17][CH2:18][N:19]3[CH2:23][CH2:22][CH2:21][CH2:20]3)=[C:12]([O:24][CH3:25])[CH:11]=2)=[O:8])[NH:5][CH:6]=1.Br[CH2:27][CH2:28]Br. No catalyst specified. The product is [Br:1][C:2]1[CH:3]=[C:4]2[C:7](=[O:8])[N:9]([C:10]3[CH:15]=[CH:14][C:13]([O:16][CH2:17][CH2:18][N:19]4[CH2:20][CH2:21][CH2:22][CH2:23]4)=[C:12]([O:24][CH3:25])[CH:11]=3)[CH2:28][CH2:27][N:5]2[CH:6]=1. The yield is 0.950. (7) The reactants are [C:1]([CH2:4][N:5]([CH2:34][C:35]([OH:37])=O)[CH2:6][C:7]1[C:8]([C:28]2[CH:33]=[CH:32][CH:31]=[CH:30][CH:29]=2)=[N:9][C:10]2[C:15]([C:16]=1[C:17](=[O:27])[NH:18][C@H:19]([CH:21]1[CH2:26][CH2:25][CH2:24][CH2:23][CH2:22]1)[CH3:20])=[CH:14][CH:13]=[CH:12][CH:11]=2)([OH:3])=O.[NH3:38]. No catalyst specified. The product is [CH:21]1([C@@H:19]([NH:18][C:17]([C:16]2[C:15]3[C:10](=[CH:11][CH:12]=[CH:13][CH:14]=3)[N:9]=[C:8]([C:28]3[CH:33]=[CH:32][CH:31]=[CH:30][CH:29]=3)[C:7]=2[CH2:6][N:5]2[CH2:34][C:35](=[O:37])[NH:38][C:1](=[O:3])[CH2:4]2)=[O:27])[CH3:20])[CH2:26][CH2:25][CH2:24][CH2:23][CH2:22]1. The yield is 0.560.